Dataset: Full USPTO retrosynthesis dataset with 1.9M reactions from patents (1976-2016). Task: Predict the reactants needed to synthesize the given product. (1) Given the product [F:9][C:3]1[C:2]([F:10])=[CH:8][CH:7]=[CH:6][C:4]=1[NH2:5], predict the reactants needed to synthesize it. The reactants are: Cl[C:2]1[C:3]([F:9])=[C:4]([CH:6]=[CH:7][CH:8]=1)[NH2:5].[F:10]C1C(F)=CC=CC=1Cl. (2) Given the product [CH2:15]([O:14][C:12]1[C:11]([C:17]([F:20])([F:19])[F:18])=[CH:10][C:9]2[NH:21][C:22](=[O:37])[CH2:23][C:24]([C:25]3[CH:30]=[CH:29][CH:28]=[C:27]([N:31]4[CH:35]=[CH:34][N:33]=[N:32]4)[CH:26]=3)=[N:7][C:8]=2[CH:13]=1)[CH3:16], predict the reactants needed to synthesize it. The reactants are: C(OC(=O)[NH:7][C:8]1[CH:13]=[C:12]([O:14][CH2:15][CH3:16])[C:11]([C:17]([F:20])([F:19])[F:18])=[CH:10][C:9]=1[NH:21][C:22](=[O:37])[CH2:23][C:24](=O)[C:25]1[CH:30]=[CH:29][CH:28]=[C:27]([N:31]2[CH:35]=[CH:34][N:33]=[N:32]2)[CH:26]=1)(C)(C)C.C(O)(C(F)(F)F)=O. (3) The reactants are: [NH2:1][C:2]1[CH:3]=[CH:4][C:5]([O:29][C:30]2[CH:35]=[CH:34][C:33]([F:36])=[CH:32][C:31]=2[F:37])=[C:6]([C:8]2[C:9]3[CH:18]=[CH:17][N:16]([S:19]([C:22]4[CH:28]=[CH:27][C:25]([CH3:26])=[CH:24][CH:23]=4)(=[O:21])=[O:20])[C:10]=3[C:11](=[O:15])[N:12]([CH3:14])[CH:13]=2)[CH:7]=1.[CH2:38]([S:40](Cl)(=[O:42])=[O:41])[CH3:39]. Given the product [F:37][C:31]1[CH:32]=[C:33]([F:36])[CH:34]=[CH:35][C:30]=1[O:29][C:5]1[CH:4]=[CH:3][C:2]([N:1]([S:19]([CH2:22][CH3:23])(=[O:21])=[O:20])[S:40]([CH2:38][CH3:39])(=[O:42])=[O:41])=[CH:7][C:6]=1[C:8]1[C:9]2[CH:18]=[CH:17][N:16]([S:19]([C:22]3[CH:23]=[CH:24][C:25]([CH3:26])=[CH:27][CH:28]=3)(=[O:20])=[O:21])[C:10]=2[C:11](=[O:15])[N:12]([CH3:14])[CH:13]=1, predict the reactants needed to synthesize it. (4) Given the product [OH:4][CH2:9][C:8]([C:11]1[CH:18]=[CH:17][C:14]([C:15]#[N:16])=[CH:13][CH:12]=1)=[O:10], predict the reactants needed to synthesize it. The reactants are: FC(F)(F)C(O)=[O:4].[C:8]([C:11]1[CH:18]=[CH:17][C:14]([C:15]#[N:16])=[CH:13][CH:12]=1)(=[O:10])[CH3:9].FC(F)(F)C(OI(C1C=CC=CC=1)OC(=O)C(F)(F)F)=O. (5) Given the product [Cl:9][C:10]1[CH:11]=[C:12]([C:16]2[C:25]3[C:20](=[CH:21][CH:22]=[C:23]([C:26]([C:35]4[CH:36]=[CH:37][C:38]([Cl:41])=[CH:39][CH:40]=4)([C:28]4[N:32]([CH3:33])[CH:31]=[N:30][N:29]=4)[OH:27])[CH:24]=3)[N:19]=[C:18]([O:42][CH3:43])[CH:17]=2)[CH:13]=[CH:14][CH:15]=1, predict the reactants needed to synthesize it. The reactants are: N([O-])=O.[Na+].[N+]([O-])(O)=O.[Cl:9][C:10]1[CH:11]=[C:12]([C:16]2[C:25]3[C:20](=[CH:21][CH:22]=[C:23]([C:26]([C:35]4[CH:40]=[CH:39][C:38]([Cl:41])=[CH:37][CH:36]=4)([C:28]4[N:32]([CH3:33])[C:31](S)=[N:30][N:29]=4)[OH:27])[CH:24]=3)[N:19]=[C:18]([O:42][CH3:43])[CH:17]=2)[CH:13]=[CH:14][CH:15]=1. (6) The reactants are: Cl.[NH2:2][OH:3].[Br:4][C:5]1[CH:6]=[CH:7][C:8]([O:13][CH2:14][CH:15]=[CH2:16])=[C:9]([CH:12]=1)[CH:10]=O.O1CCOCC1. Given the product [Br:4][C:5]1[CH:6]=[CH:7][C:8]([O:13][CH2:14][CH:15]=[CH2:16])=[C:9]([CH:12]=1)[CH:10]=[N:2][OH:3], predict the reactants needed to synthesize it. (7) Given the product [CH3:17][N:18]1[CH2:19][CH2:20][N:21]([C:24]2[CH:29]=[CH:28][C:27]3[N:30]=[C:15]([C:5]4[C:4]([N+:1]([O-:3])=[O:2])=[CH:8][N:7]([CH:9]5[CH2:14][CH2:13][CH2:12][CH2:11][O:10]5)[N:6]=4)[NH:31][C:26]=3[CH:25]=2)[CH2:22][CH2:23]1, predict the reactants needed to synthesize it. The reactants are: [N+:1]([C:4]1[C:5]([CH:15]=O)=[N:6][N:7]([CH:9]2[CH2:14][CH2:13][CH2:12][CH2:11][O:10]2)[CH:8]=1)([O-:3])=[O:2].[CH3:17][N:18]1[CH2:23][CH2:22][N:21]([C:24]2[CH:25]=[C:26]([NH2:31])[C:27]([NH2:30])=[CH:28][CH:29]=2)[CH2:20][CH2:19]1. (8) The reactants are: C[O:2][C:3](=[O:24])[C@@H:4]([N:9]1[CH2:13][C:12]([O:14][C:15]2[CH:20]=[CH:19][CH:18]=[C:17]([OH:21])[C:16]=2[F:22])=[CH:11][C:10]1=[O:23])[CH2:5][CH:6]([CH3:8])[CH3:7].O.[OH-].[Li+]. Given the product [F:22][C:16]1[C:17]([OH:21])=[CH:18][CH:19]=[CH:20][C:15]=1[O:14][C:12]1[CH2:13][N:9]([C@@H:4]([CH2:5][CH:6]([CH3:8])[CH3:7])[C:3]([OH:24])=[O:2])[C:10](=[O:23])[CH:11]=1, predict the reactants needed to synthesize it.